This data is from Forward reaction prediction with 1.9M reactions from USPTO patents (1976-2016). The task is: Predict the product of the given reaction. (1) Given the reactants Cl.[F:2][C:3]([F:22])([F:21])[C:4]1[C:19]([Cl:20])=[CH:18][C:7]2[N:8]([CH:12]3[CH2:17][CH2:16][NH:15][CH2:14][CH2:13]3)[C:9](=[O:11])[NH:10][C:6]=2[CH:5]=1.[CH3:23][C:24]([CH3:28])(O)[C:25]#[N:26].[O:29]1[CH2:34]CC(=O)C[CH2:30]1.CC(N(C)C)=O, predict the reaction product. The product is: [Cl:20][C:19]1[C:4]([C:3]([F:21])([F:2])[F:22])=[CH:5][C:6]2[NH:10][C:9](=[O:11])[N:8]([CH:12]3[CH2:17][CH2:16][N:15]([C:24]4([C:25]#[N:26])[CH2:28][CH2:34][O:29][CH2:30][CH2:23]4)[CH2:14][CH2:13]3)[C:7]=2[CH:18]=1. (2) Given the reactants [O:1]=[C:2]([C@H:4]([CH2:6][C:7]1[CH:14]=[C:12]([OH:13])[C:10]([OH:11])=[CH:9][CH:8]=1)[NH2:5])[OH:3].CO.CO.[OH-].[CH2:20]([N+:24]([CH2:33][CH2:34][CH2:35][CH3:36])([CH2:29][CH2:30][CH2:31][CH3:32])[CH2:25][CH2:26][CH2:27][CH3:28])[CH2:21][CH2:22][CH3:23].[CH3:37][C:38]([O:41][C:42](O[C:42]([O:41][C:38]([CH3:40])([CH3:39])[CH3:37])=[O:43])=[O:43])([CH3:40])[CH3:39], predict the reaction product. The product is: [CH2:33]([N+:24]([CH2:20][CH2:21][CH2:22][CH3:23])([CH2:25][CH2:26][CH2:27][CH3:28])[CH2:29][CH2:30][CH2:31][CH3:32])[CH2:34][CH2:35][CH3:36].[C:42]([NH:5][C@@H:4]([CH2:6][C:7]1[CH:14]=[C:12]([OH:13])[C:10]([OH:11])=[CH:9][CH:8]=1)[C:2]([OH:3])=[O:1])([O:41][C:38]([CH3:40])([CH3:39])[CH3:37])=[O:43]. (3) Given the reactants [NH:1]([N:18]1[CH2:23][CH2:22][O:21][CH2:20][CH2:19]1)[C@H:2]([C:11]([O:13]C(C)(C)C)=[O:12])[CH2:3][O:4][C:5]([O:7][CH2:8][CH:9]=[CH2:10])=[O:6].C(O)(C(F)(F)F)=O, predict the reaction product. The product is: [NH:1]([N:18]1[CH2:23][CH2:22][O:21][CH2:20][CH2:19]1)[C@H:2]([C:11]([OH:13])=[O:12])[CH2:3][O:4][C:5]([O:7][CH2:8][CH:9]=[CH2:10])=[O:6]. (4) The product is: [CH2:16]([O:18][C:19](=[O:20])[C:21]1[CH:26]=[C:25]([C:27]#[N:28])[C:24]([N:29]2[CH2:30][CH2:31][CH:32]([C:35](=[O:50])[N:36]([CH2:47][CH:48]=[CH2:49])[S:37]([CH2:40][C:41]3[CH:42]=[CH:43][CH:44]=[CH:45][CH:46]=3)(=[O:38])=[O:39])[CH2:33][CH2:34]2)=[N:23][C:22]=1[O:6][S:7]([C:10]([F:11])([F:12])[F:13])(=[O:8])=[O:9])[CH3:17]. Given the reactants FC(F)(F)S([O:6][S:7]([C:10]([F:13])([F:12])[F:11])(=[O:9])=[O:8])(=O)=O.[CH2:16]([O:18][C:19]([C:21]1[C:22](=O)[NH:23][C:24]([N:29]2[CH2:34][CH2:33][CH:32]([C:35](=[O:50])[N:36]([CH2:47][CH:48]=[CH2:49])[S:37]([CH2:40][C:41]3[CH:46]=[CH:45][CH:44]=[CH:43][CH:42]=3)(=[O:39])=[O:38])[CH2:31][CH2:30]2)=[C:25]([C:27]#[N:28])[CH:26]=1)=[O:20])[CH3:17].C([O-])(O)=O.[Na+], predict the reaction product.